Dataset: Reaction yield outcomes from USPTO patents with 853,638 reactions. Task: Predict the reaction yield, written as a fraction of the theoretical maximum amount of product (1.0 means a 100% yield; for example, 0.34 means a 34% yield). (1) The reactants are Cl.[CH3:2][C:3]([NH2:14])([C:5]1[CH:10]=[CH:9][CH:8]=[C:7]([N+:11]([O-:13])=[O:12])[CH:6]=1)[CH3:4].C(=O)([O-])[O-].[K+].[K+].Br[CH2:22][C:23](=[O:27])[CH:24]([CH3:26])[CH3:25]. The catalyst is CN(C=O)C.O. The product is [CH3:25][CH:24]([CH3:26])[C:23](=[O:27])[CH2:22][NH:14][C:3]([CH3:2])([C:5]1[CH:10]=[CH:9][CH:8]=[C:7]([N+:11]([O-:13])=[O:12])[CH:6]=1)[CH3:4]. The yield is 0.890. (2) The reactants are [CH3:1][O:2][C:3]1[CH:8]=[CH:7][CH:6]=[CH:5][C:4]=1[C:9]#[C:10][CH3:11]. The catalyst is C1(C)C=CC=CC=1. The product is [CH3:1][O:2][C:3]1[CH:8]=[CH:7][CH:6]=[CH:5][C:4]=1[C:9]#[C:10][C:11]1[CH:7]=[CH:6][CH:5]=[CH:4][C:3]=1[O:2][CH3:1]. The yield is 0.970. (3) The reactants are [N+:1]([C:4]1[CH:24]=[CH:23][C:7]([CH2:8][N:9]2[C:13]3=[N:14][CH:15]=[CH:16][CH:17]=[C:12]3[C:11]([CH2:18][C:19]([O:21][CH3:22])=[O:20])=[N:10]2)=[CH:6][CH:5]=1)([O-])=O. The catalyst is O1CCCC1.[Pd]. The product is [NH2:1][C:4]1[CH:5]=[CH:6][C:7]([CH2:8][N:9]2[C:13]3=[N:14][CH:15]=[CH:16][CH:17]=[C:12]3[C:11]([CH2:18][C:19]([O:21][CH3:22])=[O:20])=[N:10]2)=[CH:23][CH:24]=1. The yield is 0.870.